From a dataset of Full USPTO retrosynthesis dataset with 1.9M reactions from patents (1976-2016). Predict the reactants needed to synthesize the given product. (1) The reactants are: C[O:2][C:3]1[C:8]([C:9]([F:12])([F:11])[F:10])=[CH:7][C:6]([CH2:13][CH2:14][C:15]([O:17][CH2:18][CH3:19])=[O:16])=[CH:5][C:4]=1[C:20]([F:23])([F:22])[F:21].B(Br)(Br)Br. Given the product [OH:2][C:3]1[C:4]([C:20]([F:21])([F:22])[F:23])=[CH:5][C:6]([CH2:13][CH2:14][C:15]([O:17][CH2:18][CH3:19])=[O:16])=[CH:7][C:8]=1[C:9]([F:10])([F:11])[F:12], predict the reactants needed to synthesize it. (2) Given the product [CH2:10]([N:9]([CH2:14][CH2:15][CH2:16][CH3:17])[C:7]([C:5]1[N:6]=[CH:2][N:3]([CH3:18])[CH:4]=1)=[O:8])[CH2:11][CH2:12][CH3:13], predict the reactants needed to synthesize it. The reactants are: Br[C:2]1[N:3]([CH2:18]OCC[Si](C)(C)C)[CH:4]=[C:5]([C:7]([N:9]([CH2:14][CH2:15][CH2:16][CH3:17])[CH2:10][CH2:11][CH2:12][CH3:13])=[O:8])[N:6]=1.CN1C=C(C(O)=O)N=C1. (3) Given the product [CH3:23][S:20]([CH2:19][CH2:18][CH2:17][O:16][C:4]1[CH:5]=[C:6]2[C:10](=[C:2]([NH:1][S:30]([C:25]3[CH:26]=[CH:27][CH:28]=[CH:29][N:24]=3)(=[O:32])=[O:31])[CH:3]=1)[NH:9][C:8]([C:11]([O:13][CH2:14][CH3:15])=[O:12])=[CH:7]2)(=[O:22])=[O:21], predict the reactants needed to synthesize it. The reactants are: [NH2:1][C:2]1[CH:3]=[C:4]([O:16][CH2:17][CH2:18][CH2:19][S:20]([CH3:23])(=[O:22])=[O:21])[CH:5]=[C:6]2[C:10]=1[NH:9][C:8]([C:11]([O:13][CH2:14][CH3:15])=[O:12])=[CH:7]2.[N:24]1[CH:29]=[CH:28][CH:27]=[CH:26][C:25]=1[S:30](Cl)(=[O:32])=[O:31]. (4) Given the product [CH3:1][C@:2]1([C:19]([NH:24][C:25]2([C:28]3[CH:37]=[CH:36][C:31]([C:32]([O:34][CH3:35])=[O:33])=[CH:30][CH:29]=3)[CH2:27][CH2:26]2)=[O:21])[CH2:7][CH2:6][CH2:5][CH2:4][N:3]1[CH2:8][C:9]1[CH:10]=[CH:11][C:12]([C:15]([F:18])([F:17])[F:16])=[CH:13][CH:14]=1, predict the reactants needed to synthesize it. The reactants are: [CH3:1][C@:2]1([C:19]([O-:21])=O)[CH2:7][CH2:6][CH2:5][CH2:4][N:3]1[CH2:8][C:9]1[CH:14]=[CH:13][C:12]([C:15]([F:18])([F:17])[F:16])=[CH:11][CH:10]=1.[Li+].Cl.[NH2:24][C:25]1([C:28]2[CH:37]=[CH:36][C:31]([C:32]([O:34][CH3:35])=[O:33])=[CH:30][CH:29]=2)[CH2:27][CH2:26]1. (5) Given the product [CH3:19][C@H:28]1[CH2:23][N:22]([CH3:21])[CH2:25][CH2:26][N:27]1[C:2]1[N:7]=[C:6]([NH2:8])[CH:5]=[CH:4][N:3]=1, predict the reactants needed to synthesize it. The reactants are: Cl[C:2]1[N:7]=[C:6]([NH2:8])[CH:5]=[CH:4][N:3]=1.CCN(C(C)C)C(C)C.Br[C:19]1[C:28]2[C:23](=C[CH:25]=[C:26](OC)[N:27]=2)[N:22]=[CH:21]C=1N.